This data is from Reaction yield outcomes from USPTO patents with 853,638 reactions. The task is: Predict the reaction yield, written as a fraction of the theoretical maximum amount of product (1.0 means a 100% yield; for example, 0.34 means a 34% yield). (1) The reactants are CN(C)C=O.Br[C:7]1[CH:8]=[N:9][C:10]([Cl:13])=[N:11][CH:12]=1.[CH3:14][O:15][C:16]([C:18]1[CH:19]=[C:20](B(O)O)[CH:21]=[CH:22][CH:23]=1)=[O:17].C(=O)([O-])[O-].[Na+].[Na+]. The catalyst is C([O-])(=O)C.[Pd+2].C([O-])(=O)C.O. The product is [Cl:13][C:10]1[N:9]=[CH:8][C:7]([C:22]2[CH:23]=[C:18]([CH:19]=[CH:20][CH:21]=2)[C:16]([O:15][CH3:14])=[O:17])=[CH:12][N:11]=1. The yield is 0.280. (2) The reactants are [C:1]([C:4]1[CH:9]=[C:8]([O:10][C:11]2[CH:16]=[CH:15][C:14]([NH:17][C:18]3[C:23]([C:24]([O:26][CH2:27][CH3:28])=[O:25])=[CH:22][N:21]=[C:20](SC)[N:19]=3)=[CH:13][C:12]=2[F:31])[CH:7]=[CH:6][N:5]=1)(=[O:3])[NH2:2]. The catalyst is C(O)C.[Ni].O. The product is [C:1]([C:4]1[CH:9]=[C:8]([O:10][C:11]2[CH:16]=[CH:15][C:14]([NH:17][C:18]3[C:23]([C:24]([O:26][CH2:27][CH3:28])=[O:25])=[CH:22][N:21]=[CH:20][N:19]=3)=[CH:13][C:12]=2[F:31])[CH:7]=[CH:6][N:5]=1)(=[O:3])[NH2:2]. The yield is 0.390. (3) The reactants are [Cl:1]C(OC(Cl)C)=O.C([N:21]1[CH2:24][CH:23]([O:25][CH2:26][C:27]2[O:28][CH:29]=[CH:30][CH:31]=2)[CH2:22]1)(C1C=CC=CC=1)C1C=CC=CC=1.C(O)C. The catalyst is ClCCl. The product is [ClH:1].[O:28]1[CH:29]=[CH:30][CH:31]=[C:27]1[CH2:26][O:25][CH:23]1[CH2:24][NH:21][CH2:22]1. The yield is 0.740. (4) The reactants are [CH2:1]([C:8]1[O:12][C:11]2[C:13](=[O:22])[C:14]3[C:19]([C:20](=[O:21])[C:10]=2[CH:9]=1)=[CH:18][CH:17]=[CH:16][CH:15]=3)[C:2]1C=CC=CC=1.BrN1[C:28](=[O:29])[CH2:27]CC1=O.C([O-])(=[O:33])C.[Pb+4].C([O-])(=O)C.C([O-])(=O)C.C([O-])(=O)C.C(=O)(O)[O-].[Na+].O1C=CC2C(=O)C3C(C(=O)C1=2)=CC=CC=3. The catalyst is C1C=CC=CC=1. The product is [C:28]([O:29][CH:1]([C:8]1[O:12][C:11]2[C:13](=[O:22])[C:14]3[C:19]([C:20](=[O:21])[C:10]=2[CH:9]=1)=[CH:18][CH:17]=[CH:16][CH:15]=3)[CH3:2])(=[O:33])[CH3:27]. The yield is 0.600. (5) The reactants are [Cl:1][S:2]([OH:5])(=O)=[O:3].[Br:6][CH2:7][C:8]1[C:12]2[CH:13]=[CH:14][CH:15]=[CH:16][C:11]=2[O:10][N:9]=1. No catalyst specified. The product is [Br:6][CH2:7][C:8]1[C:12]2[CH:13]=[C:14]([S:2]([Cl:1])(=[O:5])=[O:3])[CH:15]=[CH:16][C:11]=2[O:10][N:9]=1. The yield is 0.800. (6) The reactants are [F:1][C:2]1[CH:11]=[C:10]([F:12])[CH:9]=[C:8]2[C:3]=1[CH:4]=[CH:5][C:6]([C:13](=O)[CH3:14])=[CH:7]2.C([O-])(=O)C.[NH4+].C([BH3-])#[N:22].[Na+]. The product is [F:1][C:2]1[CH:11]=[C:10]([F:12])[CH:9]=[C:8]2[C:3]=1[CH:4]=[CH:5][C:6]([CH:13]([NH2:22])[CH3:14])=[CH:7]2. The catalyst is CO. The yield is 0.380. (7) The reactants are [CH2:1]([C@H:8]1[CH2:13][CH2:12][N:11]([CH2:14][CH2:15][S:16]([C:19]2[CH:24]=[CH:23][C:22]([OH:25])=[CH:21][CH:20]=2)(=[O:18])=[O:17])[CH2:10][C@H:9]1[OH:26])[C:2]1[CH:7]=[CH:6][CH:5]=[CH:4][CH:3]=1.[C:27]([O:31][C:32]([NH:34][CH2:35][CH2:36][C:37]([NH:39][CH2:40][CH2:41][C:42](O)=[O:43])=[O:38])=[O:33])([CH3:30])([CH3:29])[CH3:28]. No catalyst specified. The product is [CH2:1]([C@H:8]1[CH2:13][CH2:12][N:11]([CH2:14][CH2:15][S:16]([C:19]2[CH:24]=[CH:23][C:22]([O:25][C:42](=[O:43])[CH2:41][CH2:40][NH:39][C:37](=[O:38])[CH2:36][CH2:35][NH:34][C:32]([O:31][C:27]([CH3:28])([CH3:29])[CH3:30])=[O:33])=[CH:21][CH:20]=2)(=[O:18])=[O:17])[CH2:10][C@H:9]1[OH:26])[C:2]1[CH:7]=[CH:6][CH:5]=[CH:4][CH:3]=1. The yield is 0.130. (8) The reactants are [O:1]=[C:2]1[C:10](=[O:11])[C:9]2[C:4](=[CH:5][CH:6]=[C:7]([S:12][CH2:13][CH2:14][C:15]3[CH:25]=[CH:24][C:18]([C:19]([O:21]CC)=[O:20])=[CH:17][CH:16]=3)[CH:8]=2)[N:3]1[CH2:26][CH2:27][CH2:28][CH2:29][CH3:30].C(=O)([O-])[O-].[K+].[K+].Cl. The catalyst is CO.O. The product is [O:1]=[C:2]1[C:10](=[O:11])[C:9]2[C:4](=[CH:5][CH:6]=[C:7]([S:12][CH2:13][CH2:14][C:15]3[CH:25]=[CH:24][C:18]([C:19]([OH:21])=[O:20])=[CH:17][CH:16]=3)[CH:8]=2)[N:3]1[CH2:26][CH2:27][CH2:28][CH2:29][CH3:30]. The yield is 0.730.